This data is from NCI-60 drug combinations with 297,098 pairs across 59 cell lines. The task is: Regression. Given two drug SMILES strings and cell line genomic features, predict the synergy score measuring deviation from expected non-interaction effect. (1) Drug 1: C1=C(C(=O)NC(=O)N1)N(CCCl)CCCl. Drug 2: C(CC(=O)O)C(=O)CN.Cl. Cell line: A498. Synergy scores: CSS=14.3, Synergy_ZIP=-7.68, Synergy_Bliss=-1.17, Synergy_Loewe=-7.91, Synergy_HSA=-0.790. (2) Drug 1: C1CCC(C1)C(CC#N)N2C=C(C=N2)C3=C4C=CNC4=NC=N3. Drug 2: CC(C)(C#N)C1=CC(=CC(=C1)CN2C=NC=N2)C(C)(C)C#N. Cell line: HCC-2998. Synergy scores: CSS=-4.03, Synergy_ZIP=2.79, Synergy_Bliss=-3.30, Synergy_Loewe=-7.21, Synergy_HSA=-8.07.